Dataset: NCI-60 drug combinations with 297,098 pairs across 59 cell lines. Task: Regression. Given two drug SMILES strings and cell line genomic features, predict the synergy score measuring deviation from expected non-interaction effect. Cell line: UACC-257. Synergy scores: CSS=21.3, Synergy_ZIP=0.367, Synergy_Bliss=1.81, Synergy_Loewe=1.54, Synergy_HSA=1.65. Drug 2: CC12CCC3C(C1CCC2O)C(CC4=C3C=CC(=C4)O)CCCCCCCCCS(=O)CCCC(C(F)(F)F)(F)F. Drug 1: C1=C(C(=O)NC(=O)N1)F.